Dataset: Reaction yield outcomes from USPTO patents with 853,638 reactions. Task: Predict the reaction yield, written as a fraction of the theoretical maximum amount of product (1.0 means a 100% yield; for example, 0.34 means a 34% yield). (1) The reactants are [CH:1]([C:3]1[CH:4]=[CH:5][C:6]([N+:25]([O-])=O)=[C:7]([NH:9][CH:10]2[CH2:15][CH2:14][N:13]([C@H:16]3[CH2:21][CH2:20][C@H:19]([O:22][CH2:23][CH3:24])[CH2:18][CH2:17]3)[CH2:12][CH2:11]2)[CH:8]=1)=[CH2:2].C([O-])=O.[NH4+]. The catalyst is CO.[Pd]. The product is [CH2:1]([C:3]1[CH:8]=[C:7]([NH:9][CH:10]2[CH2:15][CH2:14][N:13]([C@H:16]3[CH2:21][CH2:20][C@H:19]([O:22][CH2:23][CH3:24])[CH2:18][CH2:17]3)[CH2:12][CH2:11]2)[C:6]([NH2:25])=[CH:5][CH:4]=1)[CH3:2]. The yield is 0.860. (2) The reactants are [NH2:1][C:2]1[CH:7]=[C:6]([O:8][C:9]2[CH:14]=[CH:13][C:12]([NH:15][C:16]([C:18]3[C:19](=[O:31])[N:20]([C:25]4[CH:30]=[CH:29][CH:28]=[CH:27][CH:26]=4)[N:21]([CH3:24])[C:22]=3[CH3:23])=[O:17])=[C:11]([F:32])[C:10]=2[F:33])[CH:5]=[CH:4][N:3]=1.CCN(CC)CC.[C:41](OC(=O)C)(=[O:43])[CH3:42]. No catalyst specified. The product is [C:41]([NH:1][C:2]1[CH:7]=[C:6]([O:8][C:9]2[CH:14]=[CH:13][C:12]([NH:15][C:16]([C:18]3[C:19](=[O:31])[N:20]([C:25]4[CH:26]=[CH:27][CH:28]=[CH:29][CH:30]=4)[N:21]([CH3:24])[C:22]=3[CH3:23])=[O:17])=[C:11]([F:32])[C:10]=2[F:33])[CH:5]=[CH:4][N:3]=1)(=[O:43])[CH3:42]. The yield is 0.689.